This data is from Full USPTO retrosynthesis dataset with 1.9M reactions from patents (1976-2016). The task is: Predict the reactants needed to synthesize the given product. (1) Given the product [F:11][C:5]1[C:6]([C:8]([OH:10])=[O:9])=[N:7][C:2]([C:14]2[CH:15]=[C:16]([O:19][CH3:20])[CH:17]=[CH:18][C:13]=2[F:12])=[CH:3][CH:4]=1, predict the reactants needed to synthesize it. The reactants are: Br[C:2]1[N:7]=[C:6]([C:8]([OH:10])=[O:9])[C:5]([F:11])=[CH:4][CH:3]=1.[F:12][C:13]1[CH:18]=[CH:17][C:16]([O:19][CH3:20])=[CH:15][C:14]=1B(O)O. (2) Given the product [CH3:19][O:20][C:21](=[O:32])[CH2:22][C:23]1[C:24](=[O:31])[N:25]([NH:30][CH2:7][C:8]([F:16])([F:15])[C:9]2[CH:14]=[CH:13][CH:12]=[CH:11][N:10]=2)[CH:26]=[CH:27][C:28]=1[CH3:29], predict the reactants needed to synthesize it. The reactants are: FC(F)(F)S(O[CH2:7][C:8]([F:16])([F:15])[C:9]1[CH:14]=[CH:13][CH:12]=[CH:11][N:10]=1)(=O)=O.[CH3:19][O:20][C:21](=[O:32])[CH2:22][C:23]1[C:24](=[O:31])[N:25]([NH2:30])[CH:26]=[CH:27][C:28]=1[CH3:29]. (3) Given the product [CH3:26][CH:27]([CH3:31])[CH2:28][N:29]1[C:5]([C:7]2[C:12](=[O:13])[CH:11]=[CH:10][N:9]([C:14]3[CH:19]=[CH:18][CH:17]=[C:16]([C:20]([F:23])([F:22])[F:21])[CH:15]=3)[N:8]=2)=[CH:4][CH:3]=[N:2]1, predict the reactants needed to synthesize it. The reactants are: C[N:2](C)[CH:3]=[CH:4][C:5]([C:7]1[C:12](=[O:13])[CH:11]=[CH:10][N:9]([C:14]2[CH:19]=[CH:18][CH:17]=[C:16]([C:20]([F:23])([F:22])[F:21])[CH:15]=2)[N:8]=1)=O.Cl.[CH3:26][CH:27]([CH3:31])[CH2:28][NH:29]N.CCN(CC)CC. (4) Given the product [NH2:9][C:4]1[C:3]([O:12][C:13]2[CH:18]=[CH:17][CH:16]=[CH:15][CH:14]=2)=[C:2]([Br:1])[CH:7]=[CH:6][C:5]=1[OH:8], predict the reactants needed to synthesize it. The reactants are: [Br:1][C:2]1[CH:7]=[CH:6][C:5]([OH:8])=[C:4]([N+:9]([O-])=O)[C:3]=1[O:12][C:13]1[CH:18]=[CH:17][CH:16]=[CH:15][CH:14]=1.C(O)C. (5) Given the product [CH2:30]([NH:37][C:38]([C:27]1[S:26][C:21]2[N:20]([C:19](=[O:29])[N:18]([CH2:11][C:12]3[CH:13]=[CH:14][CH:15]=[CH:16][CH:17]=3)[C:23](=[O:24])[C:22]=2[CH3:25])[CH:28]=1)=[O:39])[C:31]1[CH:36]=[CH:35][CH:34]=[CH:33][CH:32]=1, predict the reactants needed to synthesize it. The reactants are: C[Si](C)(C)N[Si](C)(C)C.[Li].[CH2:11]([N:18]1[C:23](=[O:24])[C:22]([CH3:25])=[C:21]2[S:26][CH:27]=[CH:28][N:20]2[C:19]1=[O:29])[C:12]1[CH:17]=[CH:16][CH:15]=[CH:14][CH:13]=1.[CH2:30]([N:37]=[C:38]=[O:39])[C:31]1[CH:36]=[CH:35][CH:34]=[CH:33][CH:32]=1.[Cl-].[NH4+].